Dataset: Catalyst prediction with 721,799 reactions and 888 catalyst types from USPTO. Task: Predict which catalyst facilitates the given reaction. (1) Reactant: [NH2:1][C:2]1[N:7]=[CH:6][CH:5]=[CH:4][N:3]=1.Br[CH:9]([C:15](OCC)=[O:16])[C:10]([O:12][CH2:13][CH3:14])=[O:11]. Product: [OH:16][C:15]1[N:1]=[C:2]2[N:7]=[CH:6][CH:5]=[CH:4][N:3]2[C:9]=1[C:10]([O:12][CH2:13][CH3:14])=[O:11]. The catalyst class is: 8. (2) Product: [CH3:12][O:13][C:14](=[O:30])[C:15]1[CH:20]=[CH:19][N:18]=[C:17]([C:21]2[CH:22]=[C:23]3[C:27](=[CH:28][CH:29]=2)[NH:26][CH:25]=[C:2]3[CH:1]=[O:5])[CH:16]=1. Reactant: [C:1](Cl)(=[O:5])[C:2](Cl)=O.CN(C)C=O.[CH3:12][O:13][C:14](=[O:30])[C:15]1[CH:20]=[CH:19][N:18]=[C:17]([C:21]2[CH:22]=[C:23]3[C:27](=[CH:28][CH:29]=2)[NH:26][CH:25]=C3)[CH:16]=1. The catalyst class is: 4. (3) Reactant: [F:1][C:2]1([F:9])[CH2:7][CH2:6][CH:5]([OH:8])[CH2:4][CH2:3]1.[H-].[Na+].[Br:12][C:13]1[CH:14]=[CH:15][C:16](F)=[C:17]([CH:20]=1)[C:18]#[N:19]. The catalyst class is: 9. Product: [Br:12][C:13]1[CH:14]=[CH:15][C:16]([O:8][CH:5]2[CH2:6][CH2:7][C:2]([F:9])([F:1])[CH2:3][CH2:4]2)=[C:17]([CH:20]=1)[C:18]#[N:19]. (4) Reactant: [Cl:1][C:2]1[C:7]([CH:8]=[O:9])=[C:6]([NH:10][C@H:11]([CH3:14])[CH2:12][OH:13])[N:5]=[C:4]([S:15][CH2:16][C:17]2[CH:22]=[CH:21][CH:20]=[C:19]([F:23])[C:18]=2[F:24])[N:3]=1.[Si:25](Cl)([C:28]([CH3:31])([CH3:30])[CH3:29])([CH3:27])[CH3:26].N1C=CN=C1. Product: [Si:25]([O:13][CH2:12][C@H:11]([NH:10][C:6]1[C:7]([CH:8]=[O:9])=[C:2]([Cl:1])[N:3]=[C:4]([S:15][CH2:16][C:17]2[CH:22]=[CH:21][CH:20]=[C:19]([F:23])[C:18]=2[F:24])[N:5]=1)[CH3:14])([C:28]([CH3:31])([CH3:30])[CH3:29])([CH3:27])[CH3:26]. The catalyst class is: 3. (5) Reactant: [NH2:1][C:2]1[CH:6]=[CH:5][NH:4][C:3]=1[C:7]([O:9][CH2:10][CH3:11])=[O:8].C(N(CC)CC)C.[F:19][C:20]1[CH:25]=[CH:24][C:23]([CH2:26][C:27](Cl)=[O:28])=[CH:22][CH:21]=1. Product: [F:19][C:20]1[CH:25]=[CH:24][C:23]([CH2:26][C:27]([NH:1][C:2]2[CH:6]=[CH:5][NH:4][C:3]=2[C:7]([O:9][CH2:10][CH3:11])=[O:8])=[O:28])=[CH:22][CH:21]=1. The catalyst class is: 2. (6) Reactant: Cl[CH2:2][CH2:3][CH2:4][S:5](Cl)(=[O:7])=[O:6].[F:9][C:10]([F:39])([F:38])[C:11]1[CH:12]=[C:13]([C@H:21]([O:23][C@@H:24]2[C@@H:29]([C:30]3[CH:35]=[CH:34][CH:33]=[CH:32][CH:31]=3)[C@H:28]([CH2:36][NH2:37])[CH2:27][CH2:26][O:25]2)[CH3:22])[CH:14]=[C:15]([C:17]([F:20])([F:19])[F:18])[CH:16]=1.C(N(C(C)C)C(C)C)C.O. Product: [F:19][C:17]([F:18])([F:20])[C:15]1[CH:14]=[C:13]([C@H:21]([O:23][C@@H:24]2[C@@H:29]([C:30]3[CH:35]=[CH:34][CH:33]=[CH:32][CH:31]=3)[C@H:28]([CH2:36][N:37]3[CH2:2][CH2:3][CH2:4][S:5]3(=[O:7])=[O:6])[CH2:27][CH2:26][O:25]2)[CH3:22])[CH:12]=[C:11]([C:10]([F:39])([F:9])[F:38])[CH:16]=1. The catalyst class is: 26. (7) Reactant: [NH:1]1[CH2:5][CH2:4][CH2:3][CH2:2]1.[C:6]([C:8]1[CH:9]=[C:10]2[C:15](=[CH:16][C:17]=1[O:18][CH2:19][C@H:20]1[CH2:22][O:21]1)[N:14]=[CH:13][CH:12]=[C:11]2[O:23][C:24]1[CH:29]=[CH:28][C:27]([NH:30][C:31]([NH:33][CH3:34])=[O:32])=[C:26]([Cl:35])[CH:25]=1)#[N:7]. Product: [C:6]([C:8]1[CH:9]=[C:10]2[C:15](=[CH:16][C:17]=1[O:18][CH2:19][C@H:20]([OH:21])[CH2:22][N:1]1[CH2:5][CH2:4][CH2:3][CH2:2]1)[N:14]=[CH:13][CH:12]=[C:11]2[O:23][C:24]1[CH:29]=[CH:28][C:27]([NH:30][C:31]([NH:33][CH3:34])=[O:32])=[C:26]([Cl:35])[CH:25]=1)#[N:7]. The catalyst class is: 7. (8) Reactant: [C:1]1([N:7]2[C:11]3[CH:12]=[C:13]([O:16][CH2:17][CH2:18][CH2:19][CH2:20][OH:21])[CH:14]=[CH:15][C:10]=3[N:9]=[C:8]2[C:22]2[CH:27]=[CH:26][CH:25]=[CH:24][CH:23]=2)[CH:6]=[CH:5][CH:4]=[CH:3][CH:2]=1.N1C=CC=CC=1.[C:34](Cl)(=[O:36])[CH3:35].C(=O)(O)[O-].[Na+]. Product: [C:1]1([N:7]2[C:11]3[CH:12]=[C:13]([O:16][CH2:17][CH2:18][CH2:19][CH2:20][O:21][C:34](=[O:36])[CH3:35])[CH:14]=[CH:15][C:10]=3[N:9]=[C:8]2[C:22]2[CH:23]=[CH:24][CH:25]=[CH:26][CH:27]=2)[CH:6]=[CH:5][CH:4]=[CH:3][CH:2]=1. The catalyst class is: 46. (9) Reactant: [CH:1]1([C:4]([NH:6][C:7]2[N:11]([CH3:12])[C:10]3[CH:13]=[C:14]([O:17][C:18]4[CH:19]=[C:20]([NH:24]C(=O)OC(C)(C)C)[CH:21]=[CH:22][CH:23]=4)[CH:15]=[CH:16][C:9]=3[N:8]=2)=[O:5])[CH2:3][CH2:2]1. Product: [NH2:24][C:20]1[CH:19]=[C:18]([CH:23]=[CH:22][CH:21]=1)[O:17][C:14]1[CH:15]=[CH:16][C:9]2[N:8]=[C:7]([NH:6][C:4]([CH:1]3[CH2:3][CH2:2]3)=[O:5])[N:11]([CH3:12])[C:10]=2[CH:13]=1. The catalyst class is: 55.